Dataset: Full USPTO retrosynthesis dataset with 1.9M reactions from patents (1976-2016). Task: Predict the reactants needed to synthesize the given product. (1) Given the product [NH2:22][C:19]1[CH:20]=[CH:21][C:8]([N:5]2[CH2:6][CH2:7][CH:3]([N:2]([CH3:1])[CH3:25])[CH2:4]2)=[C:9]([CH:18]=1)/[CH:10]=[C:11]1/[C:12](=[O:17])[NH:13][C:14](=[O:16])[S:15]/1, predict the reactants needed to synthesize it. The reactants are: [CH3:1][N:2]([CH3:25])[CH:3]1[CH2:7][CH2:6][N:5]([C:8]2[CH:21]=[CH:20][C:19]([N+:22]([O-])=O)=[CH:18][C:9]=2/[CH:10]=[C:11]2/[C:12](=[O:17])[NH:13][C:14](=[O:16])[S:15]/2)[CH2:4]1. (2) Given the product [NH2:10][CH:11]1[CH2:18][CH2:17][CH:16]2[CH2:19][CH:12]1[CH2:13][CH2:14][CH:15]2[OH:20], predict the reactants needed to synthesize it. The reactants are: C(OC(=O)[NH:10][CH:11]1[CH2:18][CH2:17][CH:16]2[CH2:19][CH:12]1[CH2:13][CH2:14][CH:15]2[OH:20])C1C=CC=CC=1. (3) Given the product [CH3:21][O:22][C:9](=[O:11])[C:10]1[C:6]([CH3:7])=[CH:5][CH:4]=[CH:3][C:2]=1[Cl:1], predict the reactants needed to synthesize it. The reactants are: [Cl:1][C:2]1[CH:3]=[CH:4][CH:5]=[C:6]2[C:10]=1[C:9](=[O:11])N(C1C=C(C=CC=1)C(O)=O)[CH2:7]2.[CH3:21][O:22]C(=O)C1C=CC=C(N2CC3C(=C(Cl)C=CC=3)C2=O)C=1.O[Li].O.